This data is from Full USPTO retrosynthesis dataset with 1.9M reactions from patents (1976-2016). The task is: Predict the reactants needed to synthesize the given product. (1) Given the product [Cl:3][C:13]1[C:14](=[O:26])[N:15]([C:19]2[CH:24]=[CH:23][C:22]([F:25])=[CH:21][CH:20]=2)[CH:16]=[CH:17][N:18]=1, predict the reactants needed to synthesize it. The reactants are: P(Cl)(Cl)([Cl:3])=O.C1(O[C:13]2[C:14](=[O:26])[N:15]([C:19]3[CH:24]=[CH:23][C:22]([F:25])=[CH:21][CH:20]=3)[CH:16]=[CH:17][N:18]=2)CCCCC1.C([O-])([O-])=O.[Na+].[Na+]. (2) Given the product [Cl:1][C:2]1[CH:3]=[C:4]([C:8]([C:13]2[NH:21][C:16]3=[N:17][CH:18]=[CH:19][CH:20]=[C:15]3[CH:14]=2)=[CH:9][CH:10]([CH3:12])[CH3:11])[CH:5]=[CH:6][CH:7]=1, predict the reactants needed to synthesize it. The reactants are: [Cl:1][C:2]1[CH:3]=[C:4]([C:8]([C:13]2[N:21](S(C3C=CC=CC=3)(=O)=O)[C:16]3=[N:17][CH:18]=[CH:19][CH:20]=[C:15]3[CH:14]=2)=[CH:9][CH:10]([CH3:12])[CH3:11])[CH:5]=[CH:6][CH:7]=1.[OH-].[Na+]. (3) Given the product [CH2:9]([NH:6][C:5]1[CH:7]=[CH:8][NH:1][C:2](=[O:3])[N:4]=1)[C:10]1[O:14][CH:13]=[CH:12][CH:11]=1, predict the reactants needed to synthesize it. The reactants are: [NH:1]1[CH:8]=[CH:7][C:5]([NH2:6])=[N:4][C:2]1=[O:3].[CH2:9](N)[C:10]1[O:14][CH:13]=[CH:12][CH:11]=1.[Cl-].[NH4+]. (4) Given the product [CH:28]1([CH2:27][CH2:26][CH2:25][C@@H:20]([C:18]2[O:17][N:16]=[C:15]([C:13]([NH:12][CH:10]3[CH2:11][N:8]([C:6]([O:5][C:1]([CH3:4])([CH3:3])[CH3:2])=[O:7])[CH2:9]3)=[O:14])[N:19]=2)[CH2:21][C:22]([NH:52][OH:51])=[O:23])[CH2:33][CH2:32][CH2:31][CH2:30][CH2:29]1, predict the reactants needed to synthesize it. The reactants are: [C:1]([O:5][C:6]([N:8]1[CH2:11][CH:10]([NH:12][C:13]([C:15]2[N:19]=[C:18]([C@H:20]([CH2:25][CH2:26][CH2:27][CH:28]3[CH2:33][CH2:32][CH2:31][CH2:30][CH2:29]3)[CH2:21][C:22](O)=[O:23])[O:17][N:16]=2)=[O:14])[CH2:9]1)=[O:7])([CH3:4])([CH3:3])[CH3:2].CN1CCOCC1.ClC(OCC(C)C)=O.C[Si](C)(C)[O:51][NH2:52]. (5) Given the product [CH:20]1([N:23]2[C:12](=[O:19])[CH2:13][CH2:14][C@@:15]2([CH3:17])[C:11]([NH:10][CH2:9][C:3]2[CH:4]=[CH:5][C:6]([Cl:8])=[CH:7][C:2]=2[Cl:1])=[O:25])[CH2:22][CH2:21]1, predict the reactants needed to synthesize it. The reactants are: [Cl:1][C:2]1[CH:7]=[C:6]([Cl:8])[CH:5]=[CH:4][C:3]=1[CH2:9][N+:10]#[C-:11].[C:12]([OH:19])(=O)[CH2:13][CH2:14][C:15]([CH3:17])=O.[CH:20]1([NH2:23])[CH2:22][CH2:21]1.C[OH:25]. (6) Given the product [Cl:1][C:2]1[CH:7]=[CH:6][C:5]([S:8]([NH:11][C:12]2[C:21]([NH:23][C:24]3[CH:33]=[CH:32][C:27]4[O:28][CH2:29][CH2:30][O:31][C:26]=4[CH:25]=3)=[N:20][C:19]3[C:14](=[CH:15][CH:16]=[CH:17][CH:18]=3)[N:13]=2)(=[O:10])=[O:9])=[CH:4][CH:3]=1, predict the reactants needed to synthesize it. The reactants are: [Cl:1][C:2]1[CH:7]=[CH:6][C:5]([S:8]([NH:11][C:12]2[C:21](Cl)=[N:20][C:19]3[C:14](=[CH:15][CH:16]=[CH:17][CH:18]=3)[N:13]=2)(=[O:10])=[O:9])=[CH:4][CH:3]=1.[NH2:23][C:24]1[CH:33]=[CH:32][C:27]2[O:28][CH2:29][CH2:30][O:31][C:26]=2[CH:25]=1. (7) Given the product [O:1]([C:8]1[CH:9]=[C:10]([CH:23]=[CH:24][CH:25]=1)[CH2:11][S:12][C:13]1[S:14][C:15]2[CH:21]([OH:22])[CH2:20][CH2:19][CH2:18][C:16]=2[N:17]=1)[C:2]1[CH:7]=[CH:6][CH:5]=[CH:4][CH:3]=1, predict the reactants needed to synthesize it. The reactants are: [O:1]([C:8]1[CH:9]=[C:10]([CH:23]=[CH:24][CH:25]=1)[CH2:11][S:12][C:13]1[S:14][C:15]2[C:21](=[O:22])[CH2:20][CH2:19][CH2:18][C:16]=2[N:17]=1)[C:2]1[CH:7]=[CH:6][CH:5]=[CH:4][CH:3]=1.[H-].[Al+3].[Li+].[H-].[H-].[H-].O.O.O.O.O.O.O.O.O.O.S([O-])([O-])(=O)=O.[Na+].[Na+]. (8) Given the product [CH3:1][O:2][C:3](=[O:15])[C:4]1[CH:9]=[C:8]([Cl:10])[CH:7]=[C:6]([C:11]#[C:12][CH2:13][CH3:16])[C:5]=1[NH2:14], predict the reactants needed to synthesize it. The reactants are: [CH3:1][O:2][C:3](=[O:15])[C:4]1[CH:9]=[C:8]([Cl:10])[CH:7]=[C:6]([C:11]#[C:12][CH3:13])[C:5]=1[NH2:14].[CH:16]#CCC.COC(=O)C1C=C(Cl)C=C(I)C=1N. (9) The reactants are: [F:1][C:2]1[CH:8]=[CH:7][C:5]([NH2:6])=[CH:4][CH:3]=1.[C:9]([N:17]=[C:18]=[S:19])(=[O:16])[C:10]1[CH:15]=[CH:14][CH:13]=[CH:12][CH:11]=1.CCCCCC. Given the product [F:1][C:2]1[CH:8]=[CH:7][C:5]([NH:6][C:18]([NH:17][C:9](=[O:16])[C:10]2[CH:11]=[CH:12][CH:13]=[CH:14][CH:15]=2)=[S:19])=[CH:4][CH:3]=1, predict the reactants needed to synthesize it.